From a dataset of Reaction yield outcomes from USPTO patents with 853,638 reactions. Predict the reaction yield, written as a fraction of the theoretical maximum amount of product (1.0 means a 100% yield; for example, 0.34 means a 34% yield). (1) The reactants are [NH2:1][CH2:2][C:3]([C:5]1[CH:10]=[CH:9][C:8]([C:11]([F:14])([F:13])[F:12])=[CH:7][CH:6]=1)=[O:4].CC1[CH:17]=[CH:18][C:19]([S:22](O)(=[O:24])=[O:23])=CC=1.C(S(Cl)(=O)=O)CC.CCN(CC)CC. The catalyst is ClCCl. The product is [O:4]=[C:3]([C:5]1[CH:10]=[CH:9][C:8]([C:11]([F:12])([F:13])[F:14])=[CH:7][CH:6]=1)[CH2:2][NH:1][S:22]([CH2:19][CH2:18][CH3:17])(=[O:24])=[O:23]. The yield is 0.111. (2) The reactants are [C:1]123[CH2:14][S:11](=[O:13])(=[O:12])[NH:10][C@H:2]1[CH2:3][CH:4]([C:7]2([CH3:9])[CH3:8])[CH2:5][CH2:6]3.[Li][CH2:16][CH2:17][CH2:18][CH3:19].[C:20](Cl)(=[O:28])[CH2:21]/[CH:22]=[CH:23]/[CH2:24][C:25](Cl)=[O:26].C(=O)=O.[CH3:33][C:34]([CH3:36])=O.[CH2:37]1[CH2:41]OC[CH2:38]1. No catalyst specified. The product is [CH3:33][C:34]1([CH3:36])[CH:38]2[CH2:37][CH2:41][C:17]31[C@H:18]([CH2:19]2)[N:10]([C:20](=[O:28])[CH2:21]/[CH:22]=[CH:23]/[CH2:24][C:25]([N:10]1[C@H:2]2[CH2:3][CH:4]4[C:7]([CH3:9])([CH3:8])[C:1]2([CH2:6][CH2:5]4)[CH2:14][S:11]1(=[O:13])=[O:12])=[O:26])[S:11](=[O:13])(=[O:12])[CH2:16]3. The yield is 0.172. (3) The reactants are Cl[C:2]1[N:3]=[C:4]([CH3:13])[C:5]([C:9]([O:11][CH3:12])=[O:10])=[N:6][C:7]=1[Cl:8].CO.[C:16](=O)([O-])[O-:17].[K+].[K+]. No catalyst specified. The product is [Cl:8][C:7]1[N:6]=[C:5]([C:9]([O:11][CH3:12])=[O:10])[C:4]([CH3:13])=[N:3][C:2]=1[O:17][CH3:16]. The yield is 1.03. (4) The reactants are F[C:2]1[CH:9]=[CH:8][C:5]([C:6]#[N:7])=[CH:4][CH:3]=1.[CH2:10]([SH:17])[C:11]1[CH:16]=[CH:15][CH:14]=[CH:13][CH:12]=1.C(=O)([O-])[O-].[Cs+].[Cs+]. The catalyst is CN1C(=O)CCC1. The product is [CH2:10]([S:17][C:2]1[CH:9]=[CH:8][C:5]([C:6]#[N:7])=[CH:4][CH:3]=1)[C:11]1[CH:16]=[CH:15][CH:14]=[CH:13][CH:12]=1. The yield is 0.310. (5) The product is [C:9]1([CH3:17])[CH:14]=[CH:13][CH:12]=[CH:11][C:10]=1[CH:15]([C:3]1[CH:4]=[CH:5][CH:6]=[CH:7][C:2]=1[CH3:1])[NH2:16]. The catalyst is C1COCC1.O. The reactants are [CH3:1][C:2]1[CH:7]=[CH:6][CH:5]=[CH:4][C:3]=1I.[C:9]1([CH3:17])[C:10]([C:15]#[N:16])=[CH:11][CH:12]=[CH:13][CH:14]=1.[H-].[H-].[H-].[H-].[Li+].[Al+3].[OH-].[Na+]. The yield is 0.960. (6) The reactants are CO[C:3](=[O:24])[C:4]1[CH:9]=[CH:8][C:7]([O:10][CH2:11][C:12]2[C:13]([C:18]3[CH:23]=[CH:22][CH:21]=[CH:20][CH:19]=3)=[N:14][O:15][C:16]=2[CH3:17])=[N:6][CH:5]=1.[NH:25]1[CH2:31][CH2:30][CH2:29][C@H:26]1[CH2:27][OH:28]. No catalyst specified. The product is [OH:28][CH2:27][C@@H:26]1[CH2:29][CH2:30][CH2:31][N:25]1[C:3]([C:4]1[CH:5]=[N:6][C:7]([O:10][CH2:11][C:12]2[C:13]([C:18]3[CH:19]=[CH:20][CH:21]=[CH:22][CH:23]=3)=[N:14][O:15][C:16]=2[CH3:17])=[CH:8][CH:9]=1)=[O:24]. The yield is 0.840.